This data is from Catalyst prediction with 721,799 reactions and 888 catalyst types from USPTO. The task is: Predict which catalyst facilitates the given reaction. (1) Reactant: [C:1]([O:5][C:6]([N:8]1[CH2:13][CH2:12][CH:11]([C:14]2[C:18]3[CH:19]=[CH:20][C:21]([F:23])=[CH:22][C:17]=3[O:16][N:15]=2)[CH2:10][CH2:9]1)=[O:7])([CH3:4])([CH3:3])[CH3:2].C([N-]C(C)C)(C)C.[Li+].C[O:33]B(OC)OC.OO. Product: [C:1]([O:5][C:6]([N:8]1[CH2:13][CH2:12][CH:11]([C:14]2[C:18]3[CH:19]=[CH:20][C:21]([F:23])=[C:22]([OH:33])[C:17]=3[O:16][N:15]=2)[CH2:10][CH2:9]1)=[O:7])([CH3:4])([CH3:2])[CH3:3]. The catalyst class is: 506. (2) Reactant: [OH:1][C:2]1[CH:15]=[CH:14][C:5]([C:6]([C:8]2[CH:13]=[CH:12][CH:11]=[CH:10][CH:9]=2)=[O:7])=[CH:4][CH:3]=1.[H-].[Na+].Br[CH2:19][C:20]1([CH2:24][OH:25])[CH2:23][O:22][CH2:21]1.BrCC(CBr)(CO)CO. Product: [OH:25][CH2:24][C:20]1([CH2:19][O:1][C:2]2[CH:3]=[CH:4][C:5]([C:6]([C:8]3[CH:13]=[CH:12][CH:11]=[CH:10][CH:9]=3)=[O:7])=[CH:14][CH:15]=2)[CH2:23][O:22][CH2:21]1. The catalyst class is: 1. (3) Reactant: [NH2:1][CH2:2][C@@H:3]([OH:8])[CH2:4][C:5]([OH:7])=[O:6].[CH3:9][C:10]1[C:15]([CH2:16][O:17][C:18]2[CH:19]=[CH:20][C:21]([CH:24]=O)=[N:22][CH:23]=2)=[CH:14][CH:13]=[CH:12][C:11]=1[C:26]1[CH:31]=[CH:30][CH:29]=[CH:28][CH:27]=1.C(O)(=O)C.C([BH3-])#N.[Na+]. Product: [OH:8][C@H:3]([CH2:2][NH:1][CH2:24][C:21]1[CH:20]=[CH:19][C:18]([O:17][CH2:16][C:15]2[CH:14]=[CH:13][CH:12]=[C:11]([C:26]3[CH:31]=[CH:30][CH:29]=[CH:28][CH:27]=3)[C:10]=2[CH3:9])=[CH:23][N:22]=1)[CH2:4][C:5]([OH:7])=[O:6]. The catalyst class is: 121. (4) Reactant: [NH2:1][C:2]1[CH:7]=[N:6][C:5]([CH3:8])=[CH:4][N:3]=1.[N+:9]([C:11]1[CH:20]=[CH:19][C:14]2[O:15][CH2:16][CH2:17][O:18][C:13]=2[CH:12]=1)#[C-:10].[Cl:21][C:22]1[CH:29]=[CH:28][CH:27]=[C:26]([F:30])[C:23]=1[CH:24]=O.[Cl-].[In+3].[Cl-].[Cl-]. Product: [Cl:21][C:22]1[CH:29]=[CH:28][CH:27]=[C:26]([F:30])[C:23]=1[C:24]1[N:1]=[C:2]2[CH:7]=[N:6][C:5]([CH3:8])=[CH:4][N:3]2[C:10]=1[NH:9][C:11]1[CH:20]=[CH:19][C:14]2[O:15][CH2:16][CH2:17][O:18][C:13]=2[CH:12]=1. The catalyst class is: 11. (5) Reactant: [CH2:1]([P:3]([OH:5])[OH:4])[CH3:2].[OH-].[Al+3:7].[OH-].[OH-]. Product: [Al+3:7].[CH2:1]([P:3]([O-:5])[O-:4])[CH3:2].[CH2:1]([P:3]([O-:5])[O-:4])[CH3:2].[CH2:1]([P:3]([O-:5])[O-:4])[CH3:2].[Al+3:7]. The catalyst class is: 6. (6) Product: [Cl:33][CH2:34][C:35]([NH:1][C:2]1[C:7]2[CH2:8][N:9]([CH:12]([C:14]3[CH:15]=[N:16][C:17]([O:21][CH2:22][C:23]([F:25])([F:26])[F:24])=[C:18]([CH3:20])[CH:19]=3)[CH3:13])[C:10](=[O:11])[C:6]=2[CH:5]=[CH:4][N:3]=1)=[O:36]. The catalyst class is: 34. Reactant: [NH2:1][C:2]1[C:7]2[CH2:8][N:9]([CH:12]([C:14]3[CH:15]=[N:16][C:17]([O:21][CH2:22][C:23]([F:26])([F:25])[F:24])=[C:18]([CH3:20])[CH:19]=3)[CH3:13])[C:10](=[O:11])[C:6]=2[CH:5]=[CH:4][N:3]=1.N1C=CC=CC=1.[Cl:33][CH2:34][C:35](Cl)=[O:36].